From a dataset of Peptide-MHC class I binding affinity with 185,985 pairs from IEDB/IMGT. Regression. Given a peptide amino acid sequence and an MHC pseudo amino acid sequence, predict their binding affinity value. This is MHC class I binding data. (1) The peptide sequence is EVIEQWHSL. The binding affinity (normalized) is 1.00. The MHC is HLA-A69:01 with pseudo-sequence HLA-A69:01. (2) The peptide sequence is FFTTSLFLH. The MHC is HLA-A33:01 with pseudo-sequence HLA-A33:01. The binding affinity (normalized) is 0. (3) The peptide sequence is PTEQVDTLL. The MHC is HLA-A01:01 with pseudo-sequence HLA-A01:01. The binding affinity (normalized) is 0.112.